Predict which catalyst facilitates the given reaction. From a dataset of Catalyst prediction with 721,799 reactions and 888 catalyst types from USPTO. (1) Reactant: [C:1]1([C@H:11]([NH:13][C:14]([CH:16]2[O:21][CH2:20][CH2:19][NH:18][CH2:17]2)=[O:15])[CH3:12])[C:10]2[C:5](=[CH:6][CH:7]=[CH:8][CH:9]=2)[CH:4]=[CH:3][CH:2]=1.[F:22][C:23]1[CH:28]=[CH:27][CH:26]=[C:25](I)[CH:24]=1.C([O-])([O-])=O.[Cs+].[Cs+]. Product: [F:22][C:23]1[CH:24]=[C:25]([N:18]2[CH2:19][CH2:20][O:21][CH:16]([C:14]([NH:13][C@@H:11]([C:1]3[C:10]4[C:5](=[CH:6][CH:7]=[CH:8][CH:9]=4)[CH:4]=[CH:3][CH:2]=3)[CH3:12])=[O:15])[CH2:17]2)[CH:26]=[CH:27][CH:28]=1. The catalyst class is: 133. (2) Reactant: [F:1][C:2]([F:15])([F:14])[CH:3]([NH:6][C:7](=[O:13])[O:8][C:9]([CH3:12])([CH3:11])[CH3:10])[CH2:4][OH:5].N1C=CN=C1.[C:21]([Si:25](Cl)([C:32]1[CH:37]=[CH:36][CH:35]=[CH:34][CH:33]=1)[C:26]1[CH:31]=[CH:30][CH:29]=[CH:28][CH:27]=1)([CH3:24])([CH3:23])[CH3:22]. Product: [Si:25]([O:5][CH2:4][CH:3]([NH:6][C:7](=[O:13])[O:8][C:9]([CH3:11])([CH3:10])[CH3:12])[C:2]([F:14])([F:15])[F:1])([C:21]([CH3:24])([CH3:23])[CH3:22])([C:32]1[CH:33]=[CH:34][CH:35]=[CH:36][CH:37]=1)[C:26]1[CH:31]=[CH:30][CH:29]=[CH:28][CH:27]=1. The catalyst class is: 2.